From a dataset of Forward reaction prediction with 1.9M reactions from USPTO patents (1976-2016). Predict the product of the given reaction. Given the reactants [CH3:1][C:2]1[CH:3]=[N+:4]([O-])[CH:5]=[CH:6][C:7]=1[CH3:8].O=P(Cl)(Cl)[Cl:12], predict the reaction product. The product is: [Cl:12][C:5]1[CH:6]=[C:7]([CH3:8])[C:2]([CH3:1])=[CH:3][N:4]=1.